This data is from Forward reaction prediction with 1.9M reactions from USPTO patents (1976-2016). The task is: Predict the product of the given reaction. (1) Given the reactants C(O)C.[CH2:4]([CH:6]1[CH2:15][CH:14]2[C:9](=[CH:10][C:11]([O:24][CH3:25])=[C:12]([O:16]CC3C=CC=CC=3)[CH2:13]2)[CH2:8][N:7]1[CH2:26][C:27]1[CH:32]=[C:31]([O:33][CH3:34])[C:30]([O:35][CH3:36])=[C:29]([O:37][CH3:38])[CH:28]=1)[CH3:5], predict the reaction product. The product is: [CH2:4]([CH:6]1[CH2:15][CH:14]2[C:9](=[CH:10][C:11]([O:24][CH3:25])=[C:12]([OH:16])[CH2:13]2)[CH2:8][N:7]1[CH2:26][C:27]1[CH:28]=[C:29]([O:37][CH3:38])[C:30]([O:35][CH3:36])=[C:31]([O:33][CH3:34])[CH:32]=1)[CH3:5]. (2) The product is: [CH3:35][O:36][C:37]1[N:42]=[C:41]([C:43]([NH:3][NH:2][C:1]([O:5][CH2:6][C:7]2[CH:12]=[CH:11][CH:10]=[CH:9][CH:8]=2)=[O:4])=[O:44])[CH:40]=[CH:39][C:38]=1[N:46]1[CH:50]=[C:49]([CH3:51])[N:48]=[CH:47]1. Given the reactants [C:1]([O:5][CH2:6][C:7]1[CH:12]=[CH:11][CH:10]=[CH:9][CH:8]=1)(=[O:4])[NH:2][NH2:3].ON1C2C=CC=CC=2N=N1.Cl.C(N=C=NCCCN(C)C)C.[CH3:35][O:36][C:37]1[N:42]=[C:41]([C:43](O)=[O:44])[CH:40]=[CH:39][C:38]=1[N:46]1[CH:50]=[C:49]([CH3:51])[N:48]=[CH:47]1.C(N(C(C)C)CC)(C)C.C(=O)(O)[O-].[Na+], predict the reaction product. (3) Given the reactants C(OC([N:8]1[CH2:12][C:11]([F:14])([F:13])[CH2:10][C@H:9]1[C:15]([OH:17])=[O:16])=O)(C)(C)C.C(O)(C(F)(F)F)=O, predict the reaction product. The product is: [F:13][C:11]1([F:14])[CH2:12][NH:8][C@H:9]([C:15]([OH:17])=[O:16])[CH2:10]1. (4) The product is: [F:1][C:2]1[CH:10]=[CH:9][C:8]2[N:7]([C:11]3[CH:12]=[CH:13][C:14]([C:18]([NH:30][CH2:31][CH2:32][OH:33])=[O:20])=[N:15][C:16]=3[CH3:17])[C:6]3[CH:21]=[N:22][NH:23][C:5]=3[C:4]=2[CH:3]=1. Given the reactants [F:1][C:2]1[CH:10]=[CH:9][C:8]2[N:7]([C:11]3[CH:12]=[CH:13][C:14]([C:18]([OH:20])=O)=[N:15][C:16]=3[CH3:17])[C:6]3[CH:21]=[N:22][N:23](C4CCCCO4)[C:5]=3[C:4]=2[CH:3]=1.[NH2:30][CH2:31][CH2:32][OH:33].CN(C(ON1N=NC2C=CC=NC1=2)=[N+](C)C)C.F[P-](F)(F)(F)(F)F.CCN(C(C)C)C(C)C, predict the reaction product. (5) Given the reactants Cl[C:2]1[N:7]=[CH:6][NH:5][C:4]2=[N:8][CH:9]=[CH:10][C:3]=12.[C:11]1([SH:17])[CH:16]=[CH:15][CH:14]=[CH:13][CH:12]=1, predict the reaction product. The product is: [C:11]1([S:17][C:2]2[C:3]3[CH:10]=[CH:9][NH:8][C:4]=3[N:5]=[CH:6][N:7]=2)[CH:16]=[CH:15][CH:14]=[CH:13][CH:12]=1. (6) Given the reactants [CH2:1]([O:3][C:4]([C:6]1[N:14]([C:15]2[CH:20]=[CH:19][C:18]([O:21][CH:22]([CH3:24])[CH3:23])=[CH:17][CH:16]=2)[C:13]2[CH:12]=[C:11]([Cl:25])[N:10]=[C:9](Cl)[C:8]=2[CH:7]=1)=[O:5])[CH3:2].[F:27][C:28]([F:39])([F:38])[C:29]1[CH:34]=[CH:33][C:32](B(O)O)=[CH:31][CH:30]=1.C([O-])([O-])=O.[Na+].[Na+].C1(C)C=CC=CC=1, predict the reaction product. The product is: [CH2:1]([O:3][C:4]([C:6]1[N:14]([C:15]2[CH:16]=[CH:17][C:18]([O:21][CH:22]([CH3:24])[CH3:23])=[CH:19][CH:20]=2)[C:13]2[CH:12]=[C:11]([Cl:25])[N:10]=[C:9]([C:32]3[CH:33]=[CH:34][C:29]([C:28]([F:39])([F:38])[F:27])=[CH:30][CH:31]=3)[C:8]=2[CH:7]=1)=[O:5])[CH3:2]. (7) Given the reactants C(N[NH:5][C:6]1(C(OCC)=O)[CH2:15][C:14]2[C:9](=[CH:10][CH:11]=[CH:12][C:13]=2[O:16][CH3:17])[NH:8][C:7]1=[O:18])(=O)C.[ClH:24], predict the reaction product. The product is: [ClH:24].[NH2:5][CH:6]1[CH2:15][C:14]2[C:9](=[CH:10][CH:11]=[CH:12][C:13]=2[O:16][CH3:17])[NH:8][C:7]1=[O:18]. (8) Given the reactants Br[C:2]1[S:6][C:5]([C:7]2[S:8][C:9]3[N:10]=[C:11]([C:15]4[S:16][C:17](Br)=[CH:18][C:19]=4[CH2:20][CH2:21][CH2:22][CH2:23][CH2:24][CH2:25][CH2:26][CH2:27][CH2:28][CH2:29][CH2:30][CH2:31][CH2:32][CH3:33])[S:12][C:13]=3[N:14]=2)=[C:4]([CH2:35][CH2:36][CH2:37][CH2:38][CH2:39][CH2:40][CH2:41][CH2:42][CH2:43][CH2:44][CH2:45][CH2:46][CH2:47][CH3:48])[CH:3]=1.C([Li])CCC.[CH3:54][Sn:55](Cl)([CH3:57])[CH3:56], predict the reaction product. The product is: [CH3:54][Sn:55]([CH3:57])([CH3:56])[C:2]1[S:6][C:5]([C:7]2[S:8][C:9]3[N:10]=[C:11]([C:15]4[S:16][C:17]([Sn:55]([CH3:57])([CH3:56])[CH3:54])=[CH:18][C:19]=4[CH2:20][CH2:21][CH2:22][CH2:23][CH2:24][CH2:25][CH2:26][CH2:27][CH2:28][CH2:29][CH2:30][CH2:31][CH2:32][CH3:33])[S:12][C:13]=3[N:14]=2)=[C:4]([CH2:35][CH2:36][CH2:37][CH2:38][CH2:39][CH2:40][CH2:41][CH2:42][CH2:43][CH2:44][CH2:45][CH2:46][CH2:47][CH3:48])[CH:3]=1. (9) Given the reactants [NH2:1][C:2]1[C:7]2[NH:8][C:9]([NH:11][C:12]([C:14]3[N:15]=[CH:16][C:17]4[C:22]([CH:23]=3)=[CH:21][CH:20]=[CH:19][CH:18]=4)=[O:13])=[N:10][C:6]=2[CH:5]=[CH:4][CH:3]=1.N1([C:29]([N:31]2[CH:35]=[CH:34]N=C2)=[O:30])C=CN=C1.[F:36][C:37]1[CH:42]=CC(N)=[CH:39][CH:38]=1, predict the reaction product. The product is: [F:36][C:37]1[CH:42]=[CH:34][C:35]([NH:31][C:29](=[O:30])[NH:1][C:2]2[C:7]3[NH:8][C:9]([NH:11][C:12]([C:14]4[N:15]=[CH:16][C:17]5[C:22]([CH:23]=4)=[CH:21][CH:20]=[CH:19][CH:18]=5)=[O:13])=[N:10][C:6]=3[CH:5]=[CH:4][CH:3]=2)=[CH:39][CH:38]=1.